Predict the product of the given reaction. From a dataset of Forward reaction prediction with 1.9M reactions from USPTO patents (1976-2016). (1) Given the reactants Cl[C:2]1[N:10]=[C:9]([C:11]([F:14])([F:13])[F:12])[CH:8]=[CH:7][C:3]=1[C:4]([OH:6])=[O:5].COC1C=C(OC)C=CC=1C[NH2:26].C(O)(C(F)(F)F)=O, predict the reaction product. The product is: [NH2:26][C:2]1[N:10]=[C:9]([C:11]([F:14])([F:13])[F:12])[CH:8]=[CH:7][C:3]=1[C:4]([OH:6])=[O:5]. (2) Given the reactants [F:1][CH:2]([CH2:28][CH3:29])[CH2:3][N:4]1[CH2:9][CH2:8][CH:7]([CH2:10][O:11][C:12]2[CH:17]=[CH:16][C:15]([C:18]3[CH:23]=[CH:22][C:21]([C:24]([O:26]C)=[O:25])=[CH:20][CH:19]=3)=[CH:14][CH:13]=2)[CH2:6][CH2:5]1.CO.O.O[Li].O, predict the reaction product. The product is: [F:1][CH:2]([CH2:28][CH3:29])[CH2:3][N:4]1[CH2:9][CH2:8][CH:7]([CH2:10][O:11][C:12]2[CH:17]=[CH:16][C:15]([C:18]3[CH:19]=[CH:20][C:21]([C:24]([OH:26])=[O:25])=[CH:22][CH:23]=3)=[CH:14][CH:13]=2)[CH2:6][CH2:5]1. (3) Given the reactants Br[C:2]1[CH:7]=[CH:6][C:5]([C:8]2[N:12]3[N:13]=[C:14]([C:17]4[CH:22]=[CH:21][C:20]([O:23][CH3:24])=[C:19]([O:25][CH3:26])[CH:18]=4)[CH:15]=[CH:16][C:11]3=[N:10][C:9]=2[CH3:27])=[CH:4][CH:3]=1.[F:28][C:29]([F:36])([F:35])[C:30]1[CH:34]=[CH:33][NH:32][N:31]=1.C(=NN)C1C(=CC=CC=1)O.C([O-])([O-])=O.[Cs+].[Cs+], predict the reaction product. The product is: [CH3:26][O:25][C:19]1[CH:18]=[C:17]([C:14]2[CH:15]=[CH:16][C:11]3[N:12]([C:8]([C:5]4[CH:6]=[CH:7][C:2]([N:32]5[CH:33]=[CH:34][C:30]([C:29]([F:36])([F:35])[F:28])=[N:31]5)=[CH:3][CH:4]=4)=[C:9]([CH3:27])[N:10]=3)[N:13]=2)[CH:22]=[CH:21][C:20]=1[O:23][CH3:24].